This data is from Reaction yield outcomes from USPTO patents with 853,638 reactions. The task is: Predict the reaction yield, written as a fraction of the theoretical maximum amount of product (1.0 means a 100% yield; for example, 0.34 means a 34% yield). (1) The catalyst is C(OCC)C. The yield is 0.960. The reactants are [CH2:1]([Mg]Br)[CH3:2].[Br:5][C:6]1[CH:13]=[C:12]([F:14])[CH:11]=[CH:10][C:7]=1[CH:8]=[O:9].O.Cl. The product is [Br:5][C:6]1[CH:13]=[C:12]([F:14])[CH:11]=[CH:10][C:7]=1[CH:8]([OH:9])[CH2:1][CH3:2]. (2) The reactants are CC([CH:5]1[CH2:10][CH:9]([CH2:11][CH2:12][S:13]([CH3:16])(=[O:15])=[O:14])[CH2:8][CH2:7][N:6]1C([O-])=O)(C)C.[ClH:20]. The catalyst is CO. The product is [ClH:20].[CH3:16][S:13]([CH2:12][CH2:11][CH:9]1[CH2:8][CH2:7][NH:6][CH2:5][CH2:10]1)(=[O:15])=[O:14]. The yield is 0.720. (3) The reactants are [CH2:1]([O:3][C:4](=[O:22])[CH2:5][NH:6][CH2:7][CH2:8][NH:9][S:10]([C:13]1[S:14][C:15]2[CH:21]=[CH:20][CH:19]=[CH:18][C:16]=2[N:17]=1)(=[O:12])=[O:11])[CH3:2].[CH3:23][O:24][C:25]1[CH:26]=[C:27]([CH:47]=[CH:48][C:49]=1[O:50][CH3:51])[CH2:28][O:29][C:30]([NH:32][C:33]1[NH:34][C:35](=[O:46])[C:36]2[N:37]=[CH:38][N:39]([CH2:42][C:43](O)=[O:44])[C:40]=2[N:41]=1)=[O:31]. No catalyst specified. The product is [CH2:1]([O:3][C:4](=[O:22])[CH2:5][N:6]([CH2:7][CH2:8][NH:9][S:10]([C:13]1[S:14][C:15]2[CH:21]=[CH:20][CH:19]=[CH:18][C:16]=2[N:17]=1)(=[O:12])=[O:11])[C:43](=[O:44])[CH2:42][N:39]1[CH:38]=[N:37][C:36]2[C:35](=[O:46])[NH:34][C:33]([NH:32][C:30]([O:29][CH2:28][C:27]3[CH:47]=[CH:48][C:49]([O:50][CH3:51])=[C:25]([O:24][CH3:23])[CH:26]=3)=[O:31])=[N:41][C:40]1=2)[CH3:2]. The yield is 0.680. (4) The reactants are [Cl:1][C:2]1[C:11]2[C:6](=[CH:7][C:8]([O:14][CH2:15][CH:16]3[CH2:21][CH2:20][N:19]([CH3:22])[CH2:18][CH2:17]3)=[C:9]([O:12][CH3:13])[CH:10]=2)[N:5]=[CH:4][N:3]=1.[Br:23][C:24]1[CH:30]=[CH:29][C:27]([NH2:28])=[C:26]([F:31])[CH:25]=1.Cl. The catalyst is C(O)(C)C. The product is [ClH:1].[Br:23][C:24]1[CH:30]=[CH:29][C:27]([NH:28][C:2]2[C:11]3[C:6](=[CH:7][C:8]([O:14][CH2:15][CH:16]4[CH2:21][CH2:20][N:19]([CH3:22])[CH2:18][CH2:17]4)=[C:9]([O:12][CH3:13])[CH:10]=3)[N:5]=[CH:4][N:3]=2)=[C:26]([F:31])[CH:25]=1. The yield is 0.900. (5) The reactants are Br([O-])(=O)=O.[Na+].[OH:6][CH:7]1[CH2:12][CH2:11][CH2:10][CH:9]([C:13]([O:15][CH3:16])=[O:14])[CH2:8]1.C(O)(C)C. The catalyst is C(OCC)C.O.O.[Ru](=O)=O. The product is [O:6]=[C:7]1[CH2:12][CH2:11][CH2:10][CH:9]([C:13]([O:15][CH3:16])=[O:14])[CH2:8]1. The yield is 1.00. (6) The yield is 0.720. The product is [NH2:10][C:5]1[N:4]=[C:3]([O:13][CH2:11][CH3:12])[CH:8]=[C:7]([NH2:9])[N:6]=1. No catalyst specified. The reactants are [Na].Cl[C:3]1[CH:8]=[C:7]([NH2:9])[N:6]=[C:5]([NH2:10])[N:4]=1.[CH2:11]([OH:13])[CH3:12].